This data is from Full USPTO retrosynthesis dataset with 1.9M reactions from patents (1976-2016). The task is: Predict the reactants needed to synthesize the given product. Given the product [CH3:5][O:6][C:7](=[O:27])[C:8]1[CH:13]=[CH:12][C:11]([NH:14][C:15]([C:17]2[CH:25]=[C:24]3[C:20]([CH2:21][CH2:22][NH:23]3)=[CH:19][CH:18]=2)=[O:16])=[CH:10][C:9]=1[Cl:26], predict the reactants needed to synthesize it. The reactants are: C([BH3-])#N.[Na+].[CH3:5][O:6][C:7](=[O:27])[C:8]1[CH:13]=[CH:12][C:11]([NH:14][C:15]([C:17]2[CH:25]=[C:24]3[C:20]([CH:21]=[CH:22][NH:23]3)=[CH:19][CH:18]=2)=[O:16])=[CH:10][C:9]=1[Cl:26].[OH-].[NH4+].